Dataset: Retrosynthesis with 50K atom-mapped reactions and 10 reaction types from USPTO. Task: Predict the reactants needed to synthesize the given product. Given the product COC=C1CCC(c2cccc(F)c2F)CC1, predict the reactants needed to synthesize it. The reactants are: CC(C)(C)[O-].O=C1CCC(c2cccc(F)c2F)CC1.